From a dataset of Catalyst prediction with 721,799 reactions and 888 catalyst types from USPTO. Predict which catalyst facilitates the given reaction. (1) Reactant: [H-].[Al+3].[Li+].[H-].[H-].[H-].[C:7]([O:11][C:12](=[O:47])[CH2:13][CH:14]([NH:21][S:22]([C:25]1[CH:30]=[CH:29][C:28]([C:31](=[O:33])[NH2:32])=[CH:27][C:26]=1[O:34][CH2:35][CH2:36][C:37]1[CH:46]=[CH:45][CH:44]=[C:43]2[C:38]=1[CH:39]=[CH:40][CH:41]=[N:42]2)(=[O:24])=[O:23])[C:15](N(OC)C)=[O:16])([CH3:10])([CH3:9])[CH3:8]. Product: [C:7]([O:11][C:12](=[O:47])[CH2:13][C@H:14]([NH:21][S:22]([C:25]1[CH:30]=[CH:29][C:28]([C:31](=[O:33])[NH2:32])=[CH:27][C:26]=1[O:34][CH2:35][CH2:36][C:37]1[CH:46]=[CH:45][CH:44]=[C:43]2[C:38]=1[CH:39]=[CH:40][CH:41]=[N:42]2)(=[O:24])=[O:23])[CH:15]=[O:16])([CH3:10])([CH3:8])[CH3:9]. The catalyst class is: 757. (2) Reactant: [F:1][C:2]1[CH:7]=[C:6]([F:8])[CH:5]=[C:4]([F:9])[CH:3]=1.[Al+3].[Cl-].[Cl-].[Cl-].Cl.[Cl:15][CH2:16][C:17](Cl)=[O:18]. Product: [Cl:15][CH2:16][C:17]([C:7]1[C:2]([F:1])=[CH:3][C:4]([F:9])=[CH:5][C:6]=1[F:8])=[O:18]. The catalyst class is: 68. (3) Reactant: [CH3:1][O:2][C:3]1[CH:4]=[C:5]2[C:11](=[O:12])[O:10][C:8](=[O:9])[CH2:7][C:6]2=[CH:13][C:14]=1[O:15][CH3:16].[CH3:17][N:18]=[CH:19][C:20]1[CH:25]=[CH:24][CH:23]=[CH:22][C:21]=1[NH:26][C:27](=[O:30])[O:28][CH3:29]. Product: [CH3:29][O:28][C:27]([NH:26][C:21]1[CH:22]=[CH:23][CH:24]=[CH:25][C:20]=1[C@H:19]1[C@@H:7]([C:8]([OH:10])=[O:9])[C:6]2[C:5](=[CH:4][C:3]([O:2][CH3:1])=[C:14]([O:15][CH3:16])[CH:13]=2)[C:11](=[O:12])[N:18]1[CH3:17])=[O:30]. The catalyst class is: 22.